From a dataset of Forward reaction prediction with 1.9M reactions from USPTO patents (1976-2016). Predict the product of the given reaction. (1) Given the reactants Br[C:2]1[CH:11]=[CH:10][CH:9]=[C:8]2[C:3]=1[CH:4]=[CH:5][C:6]([C:12]1[CH:17]=[C:16]([CH3:18])[CH:15]=[C:14]([CH3:19])[CH:13]=1)=[N:7]2.[I-].[F:21][C:22]([F:27])([F:26])[CH2:23][CH2:24][Zn+], predict the reaction product. The product is: [CH3:19][C:14]1[CH:13]=[C:12]([C:6]2[CH:5]=[CH:4][C:3]3[C:8](=[CH:9][CH:10]=[CH:11][C:2]=3[CH2:24][CH2:23][C:22]([F:27])([F:26])[F:21])[N:7]=2)[CH:17]=[C:16]([CH3:18])[CH:15]=1. (2) Given the reactants [F:1][C:2]1[C:7]2[C:8]([CH2:11][O:12][C:13]3[CH:21]=[CH:20][CH:19]=[C:18]4[C:14]=3[CH:15]=[C:16]([C:22]([OH:24])=O)[NH:17]4)=[CH:9][O:10][C:6]=2[CH:5]=[C:4]([F:25])[CH:3]=1.[ClH:26].Cl.Cl.[C@H:29]1([CH2:39][N:40]2[CH2:45][CH2:44][CH:43]([NH2:46])[CH2:42][CH2:41]2)[C@@H:38]2[N:33]([CH2:34][CH2:35][CH2:36][CH2:37]2)[CH2:32][CH2:31][CH2:30]1, predict the reaction product. The product is: [ClH:26].[ClH:26].[C@H:29]1([CH2:39][N:40]2[CH2:45][CH2:44][CH:43]([NH:46][C:22]([C:16]3[NH:17][C:18]4[C:14]([CH:15]=3)=[C:13]([O:12][CH2:11][C:8]3[C:7]5[C:2]([F:1])=[CH:3][C:4]([F:25])=[CH:5][C:6]=5[O:10][CH:9]=3)[CH:21]=[CH:20][CH:19]=4)=[O:24])[CH2:42][CH2:41]2)[C@@H:38]2[N:33]([CH2:34][CH2:35][CH2:36][CH2:37]2)[CH2:32][CH2:31][CH2:30]1. (3) Given the reactants [Cl:1][C:2]1[CH:7]=[CH:6][CH:5]=[C:4]([Cl:8])[C:3]=1[N:9]1[C:14](=[O:15])[CH:13]=[CH:12][C:11]([C:16]([OH:18])=O)=[CH:10]1.[NH2:19][C:20]1[CH:21]=[C:22]([NH:27][C:28]([NH:30][C:31]2[N:35]([C:36]3[CH:41]=[CH:40][C:39]([CH3:42])=[CH:38][CH:37]=3)[N:34]=[C:33]([C:43]([CH3:46])([CH3:45])[CH3:44])[CH:32]=2)=[O:29])[CH:23]=[CH:24][C:25]=1[CH3:26].CN(C(ON1N=NC2C=CC=NC1=2)=[N+](C)C)C.F[P-](F)(F)(F)(F)F.CCN(C(C)C)C(C)C, predict the reaction product. The product is: [C:43]([C:33]1[CH:32]=[C:31]([NH:30][C:28]([NH:27][C:22]2[CH:23]=[CH:24][C:25]([CH3:26])=[C:20]([NH:19][C:16]([C:11]3[CH:12]=[CH:13][C:14](=[O:15])[N:9]([C:3]4[C:4]([Cl:8])=[CH:5][CH:6]=[CH:7][C:2]=4[Cl:1])[CH:10]=3)=[O:18])[CH:21]=2)=[O:29])[N:35]([C:36]2[CH:37]=[CH:38][C:39]([CH3:42])=[CH:40][CH:41]=2)[N:34]=1)([CH3:46])([CH3:45])[CH3:44]. (4) Given the reactants C(P(=O)(OCC)OCC)#N.[F:11][C:12]1[CH:17]=[CH:16][C:15]([C@H:18]2[NH:23][C@@H:22]([C:24]([O:26][CH3:27])=[O:25])[CH2:21][CH2:20][CH2:19]2)=[CH:14][CH:13]=1.[C:28](O)(=[O:32])[CH2:29][CH:30]=[CH2:31].Cl, predict the reaction product. The product is: [C:28]([N:23]1[C@H:18]([C:15]2[CH:16]=[CH:17][C:12]([F:11])=[CH:13][CH:14]=2)[CH2:19][CH2:20][CH2:21][C@@H:22]1[C:24]([O:26][CH3:27])=[O:25])(=[O:32])[CH2:29][CH:30]=[CH2:31].